From a dataset of Catalyst prediction with 721,799 reactions and 888 catalyst types from USPTO. Predict which catalyst facilitates the given reaction. Reactant: [S:1]1[CH:5]=[CH:4][C:3]([C:6]([OH:8])=[O:7])=[CH:2]1.[Br:9]Br.O. Product: [Br:9][C:5]1[S:1][CH:2]=[C:3]([C:6]([OH:8])=[O:7])[CH:4]=1. The catalyst class is: 15.